Task: Binary Classification. Given a T-cell receptor sequence (or CDR3 region) and an epitope sequence, predict whether binding occurs between them.. Dataset: TCR-epitope binding with 47,182 pairs between 192 epitopes and 23,139 TCRs (1) The epitope is ITEEVGHTDLMAAY. The TCR CDR3 sequence is CASSLVKGGPNQPQHF. Result: 1 (the TCR binds to the epitope). (2) The epitope is FTYASALWEI. The TCR CDR3 sequence is CASSYTGTGNTGELFF. Result: 1 (the TCR binds to the epitope). (3) The epitope is FLKEKGGL. The TCR CDR3 sequence is CASSQEMNRVVGNEQFF. Result: 1 (the TCR binds to the epitope). (4) The epitope is FVDGVPFVV. The TCR CDR3 sequence is CASSSAAAYNEQFF. Result: 1 (the TCR binds to the epitope).